From a dataset of Forward reaction prediction with 1.9M reactions from USPTO patents (1976-2016). Predict the product of the given reaction. (1) Given the reactants [CH3:1][CH:2]1[CH:6]([N:7]2[CH2:12][CH2:11][NH:10][CH2:9][CH2:8]2)[CH2:5][CH2:4][O:3]1.[Cl:13][C:14]1[N:15]=[C:16]([N:25]2[CH2:30][CH2:29][O:28][CH2:27][CH2:26]2)[C:17]2[S:22][C:21]([CH:23]=O)=[CH:20][C:18]=2[N:19]=1, predict the reaction product. The product is: [Cl:13][C:14]1[N:15]=[C:16]([N:25]2[CH2:26][CH2:27][O:28][CH2:29][CH2:30]2)[C:17]2[S:22][C:21]([CH2:23][N:10]3[CH2:9][CH2:8][N:7]([CH:6]4[CH2:5][CH2:4][O:3][CH:2]4[CH3:1])[CH2:12][CH2:11]3)=[CH:20][C:18]=2[N:19]=1. (2) Given the reactants [F:1][C:2]([F:18])([F:17])[C:3]1[CH:8]=[CH:7][C:6]([C:9]2[N:14]=[CH:13][C:12]([CH:15]=[O:16])=[CH:11][N:10]=2)=[CH:5][CH:4]=1.[CH2:19]([Mg]Br)[CH2:20][CH3:21], predict the reaction product. The product is: [F:18][C:2]([F:1])([F:17])[C:3]1[CH:4]=[CH:5][C:6]([C:9]2[N:10]=[CH:11][C:12]([CH:15]([OH:16])[CH2:19][CH2:20][CH3:21])=[CH:13][N:14]=2)=[CH:7][CH:8]=1.